This data is from Experimentally validated miRNA-target interactions with 360,000+ pairs, plus equal number of negative samples. The task is: Binary Classification. Given a miRNA mature sequence and a target amino acid sequence, predict their likelihood of interaction. (1) The miRNA is hsa-miR-1303 with sequence UUUAGAGACGGGGUCUUGCUCU. The protein sequence of the target gene is MSLSFLLLLFFSHLILSAWAHGEKRLAPKGQPGPAATDRNPRGSSSRQSSSSAMSSSSASSSPAASLGSQGSGLEQSSFQWSPSGRRTGSLYCRVGIGFHLQIYPDGKVNGSHEANMLSVLEIFAVSQGIVGIRGVFSNKFLAMSKKGKLHASAKFTDDCKFRERFQENSYNTYASAIHRTEKTGREWYVALNKRGKAKRGCSPRVKPQHISTHFLPRFKQSEQPELSFTVTVPEKKKPPSPIKPKIPLSAPRKNTNSVKYRLKFRFG. Result: 0 (no interaction). (2) Result: 0 (no interaction). The miRNA is hsa-miR-940 with sequence AAGGCAGGGCCCCCGCUCCCC. The protein sequence of the target gene is MAHDQPLLVVQEALRKCFPVVEEQQNLWQSTLQDCSPLLSSLSNLAEQLQAAQSLRFEDVPALRPFPDLQERLRRKQLEAGDVVLDKLAERLATLLKVRNTINSHVEQVFQAYEQHAAVLDIDTVLRPSVVSPSVADMLEWLQDIDRHYGSSYLKRKYLLSSIHWGDLASIQALPKAWDQISENECQTLVSDVLVSVSFFLEEPGGCAASGDLEHHS. (3) The miRNA is mmu-miR-34c-5p with sequence AGGCAGUGUAGUUAGCUGAUUGC. The protein sequence of the target gene is MPALLLLGTVALLASAAGPAGARPSNDTSSVAPGPLPALLAHLRRLTGALAGGGSAAGTSANATKTSPASGTGAAARAPPPAELCHGYYDVMGQYDATFNCSTGSYRFCCGTCHYRFCCEHRHMRLAQASCSNYDTPRWATTPPPLAGGAGGAGGAGGGPGPGQAGWLEGGRAGGAGGRGGEGPGGSTAYVVCGVISFALAVGVGAKVAFSKASRAPRAHREINVPRALVDILRHQAGPATRPDRARSSSLTPGLGGPDSMAPRTPKNLYNTMKPSNLDNLHYNVNSPKHHAATLDWRAM.... Result: 1 (interaction). (4) The miRNA is hsa-miR-6862-3p with sequence CCUCACCCAGCUCUCUGGCCCUCU. The protein sequence of the target gene is MNGTLDHPDQPDLDAIKMFVGQVPRTWSEKDLRELFEQYGAVYEINVLRDRSQNPPQSKGCCFVTFYTRKAALEAQNALHNMKVLPGMHHPIQMKPADSEKNNAVEDRKLFIGMISKKCTENDIRVMFSSFGQIEECRILRGPDGLSRGCAFVTFTTRAMAQTAIKAMHQAQTMEGCSSPMVVKFADTQKDKEQKRMAQQLQQQMQQISAASVWGNLAGLNTLGPQYLALYLQLLQQTASSGNLNTLSSLHPMGGLNAMQLQNLAALAAAASAAQNTPSGTNALTTSSSPLSVLTSSGSS.... Result: 1 (interaction). (5) The miRNA is rno-miR-103-3p with sequence AGCAGCAUUGUACAGGGCUAUGA. The protein sequence of the target gene is MKIPSGRCNMAAAMETEQLGVEIFETAECEEGNGESQDRPKLEPFYVERYSWSQLKKLLADTRKYHGYMMAKAPHDFMFVKRTDPDGPHSDRVYYLAMSGENRENTLFYSEIPKTINRAAVLMLSWKPLLDLFQATLDYGMYSREEELLRERKRIGTVGIAAYDYHPGSGTFLFQAGSGIYHIKDGGPHGFTQQPLRPNLVETSCPNIRMDPKLCPADPDWIAFIHSNDIWISNLVTREERRITYVHNELANMEEDPRSAGVATFVLQEEFDRYSGYWWCPQAERTPSGGKILRILYEEN.... Result: 0 (no interaction). (6) The miRNA is mmu-miR-466l-5p with sequence UUGUGUGUACAUGUACAUGUAU. The protein sequence of the target gene is MFKHLRRWFVTHIFGRSRQRARLVSKDGRCNIEFGNVDAQSRFIFFVDIWTTVLDLKWRYKMTVFITAFLGSWFLFGLLWYVVAYVHKDLPEFYPPDNRTPCVENINGMTSAFLFSLETQVTIGYGFRFVTEQCATAIFLLIFQSILGVIINSFMCGAILAKISRPKKRAKTITFSKNAVISKRGGKLCLLIRVANLRKSLLIGSHIYGKLLKTTITPEGETIILDQTNINFVVDAGNENLFFISPLTIYHIIDHNSPFFHMAAETLSQQDFELVVFLDGTVESTSATCQVRTSYIPEEV.... Result: 1 (interaction).